This data is from Full USPTO retrosynthesis dataset with 1.9M reactions from patents (1976-2016). The task is: Predict the reactants needed to synthesize the given product. Given the product [C:40]([O:39][C:37]([NH:22][C@H:21]([C:13]1[CH:12]=[CH:11][C:7]([C:8]([OH:10])=[O:9])=[C:6]([Cl:14])[CH:5]=1)[CH3:20])=[O:38])([CH3:41])([CH3:42])[CH3:43], predict the reactants needed to synthesize it. The reactants are: Cl.N[C@H]([C:5]1[C:6]([Cl:14])=[C:7]([CH:11]=[CH:12][CH:13]=1)[C:8]([OH:10])=[O:9])C.C1COCC1.[CH3:20][CH2:21][N:22](C(C)C)C(C)C.[C:37](O[C:37]([O:39][C:40]([CH3:43])([CH3:42])[CH3:41])=[O:38])([O:39][C:40]([CH3:43])([CH3:42])[CH3:41])=[O:38].